From a dataset of Reaction yield outcomes from USPTO patents with 853,638 reactions. Predict the reaction yield, written as a fraction of the theoretical maximum amount of product (1.0 means a 100% yield; for example, 0.34 means a 34% yield). (1) The reactants are [F:1][C:2]([F:20])([F:19])[CH2:3][C:4]1[NH:5][C:6]2[C:11]([CH:12]=1)=[C:10]([C:13]([F:16])([F:15])[F:14])[C:9]([C:17]#[N:18])=[CH:8][CH:7]=2.C([O-])([O-])=O.[Cs+].[Cs+].Br[CH2:28][C:29]([NH2:31])=[O:30].CC#N. The catalyst is CCOC(C)=O. The product is [C:17]([C:9]1[C:10]([C:13]([F:16])([F:15])[F:14])=[C:11]2[C:6](=[CH:7][CH:8]=1)[N:5]([CH2:28][C:29]([NH2:31])=[O:30])[C:4]([CH2:3][C:2]([F:1])([F:19])[F:20])=[CH:12]2)#[N:18]. The yield is 0.280. (2) The catalyst is C(#N)C. The product is [CH3:15][N:14]([CH3:16])[C:13]1[CH:17]=[CH:18][C:10](/[N:9]=[N:8]/[C:7]2[CH:19]=[CH:20][C:4]([S:1]([NH:24][CH2:25][CH2:26][SH:27])(=[O:3])=[O:2])=[CH:5][CH:6]=2)=[CH:11][CH:12]=1. The reactants are [S:1](Cl)([C:4]1[CH:20]=[CH:19][C:7]([N:8]=[N:9][C:10]2[CH:18]=[CH:17][C:13]([N:14]([CH3:16])[CH3:15])=[CH:12][CH:11]=2)=[CH:6][CH:5]=1)(=[O:3])=[O:2].Cl.Cl.[NH2:24][CH2:25][CH2:26][S:27][S:27][CH2:26][CH2:25][NH2:24].C(S)[C@@H](O)[C@H](O)CS. The yield is 0.940. (3) The reactants are [Cl:1][C:2]1[C:7]([S:8]([N:11]2[C:15]([C:16]3[CH:21]=[CH:20][CH:19]=[CH:18][CH:17]=3)=[CH:14][C:13]([CH2:22][N:23](C)[C:24](=O)OC(C)(C)C)=[CH:12]2)(=[O:10])=[O:9])=[CH:6][CH:5]=[CH:4][N:3]=1.C(OCC)(=O)C.Cl. The catalyst is C(OCC)(=O)C. The product is [ClH:1].[Cl:1][C:2]1[C:7]([S:8]([N:11]2[C:15]([C:16]3[CH:21]=[CH:20][CH:19]=[CH:18][CH:17]=3)=[CH:14][C:13]([CH2:22][NH:23][CH3:24])=[CH:12]2)(=[O:9])=[O:10])=[CH:6][CH:5]=[CH:4][N:3]=1. The yield is 0.490. (4) The reactants are [H-].[Na+].[C:3]([O:7][C:8]([N:10]1[CH2:14][C@H:13]([S:15][CH2:16][C:17]2[CH:22]=[CH:21][C:20]([O:23][CH3:24])=[CH:19][CH:18]=2)[CH2:12][C@H:11]1[CH:25]=O)=[O:9])([CH3:6])([CH3:5])[CH3:4].CO.C([O-])(O)=[O:30].[Na+].[CH2:34]1[CH2:38][O:37][CH2:36][CH2:35]1. No catalyst specified. The product is [C:3]([O:7][C:8]([N:10]1[CH2:14][C@H:13]([S:15][CH2:16][C:17]2[CH:22]=[CH:21][C:20]([O:23][CH3:24])=[CH:19][CH:18]=2)[CH2:12][C@H:11]1[CH:25]=[CH:35][C:36]([O:37][CH2:38][CH3:34])=[O:30])=[O:9])([CH3:6])([CH3:5])[CH3:4]. The yield is 0.400. (5) The reactants are [C:1]([O:5][CH:6]([C:12]1[C:21]([CH3:22])=[C:20]([CH:23]=O)[C:19]2[C:14](=[CH:15][CH:16]=[CH:17][CH:18]=2)[C:13]=1[C:25]1[CH:30]=[CH:29][C:28]([Cl:31])=[CH:27][CH:26]=1)[C:7]([O:9]CC)=[O:8])([CH3:4])([CH3:3])[CH3:2].[BH-](OC(C)=O)(OC(C)=O)OC(C)=O.[Na+].CC(O)=O.[CH3:50][NH:51][CH3:52].CO. The catalyst is O.CN(C=O)C.C(Cl)Cl.CCO. The product is [C:1]([O:5][CH:6]([C:12]1[C:21]([CH3:22])=[C:20]([CH2:23][N:51]([CH3:52])[CH3:50])[C:19]2[C:14](=[CH:15][CH:16]=[CH:17][CH:18]=2)[C:13]=1[C:25]1[CH:30]=[CH:29][C:28]([Cl:31])=[CH:27][CH:26]=1)[C:7]([OH:9])=[O:8])([CH3:4])([CH3:3])[CH3:2]. The yield is 0.130. (6) The reactants are Br[C:2]1[CH:3]=[C:4]2[C:14](=[CH:15][CH:16]=1)[O:13][C:7]1([CH2:12][CH2:11][CH2:10][O:9][CH2:8]1)[CH2:6][C:5]2=[O:17].[Br-].[CH:19]1([Zn+])[CH2:24][CH2:23][CH2:22][CH2:21][CH2:20]1. The catalyst is C1COCC1.Cl[Pd](Cl)([P](C1C=CC=CC=1)(C1C=CC=CC=1)C1C=CC=CC=1)[P](C1C=CC=CC=1)(C1C=CC=CC=1)C1C=CC=CC=1.[Cu]I. The product is [CH:19]1([C:2]2[CH:3]=[C:4]3[C:14](=[CH:15][CH:16]=2)[O:13][C:7]2([CH2:12][CH2:11][CH2:10][O:9][CH2:8]2)[CH2:6][C:5]3=[O:17])[CH2:24][CH2:23][CH2:22][CH2:21][CH2:20]1. The yield is 0.300. (7) The reactants are [CH3:1][C:2]1[CH:3]=[C:4]([CH:6]=[CH:7][C:8]=1[CH3:9])[NH2:5].[C:10](Cl)(=[O:19])/[CH:11]=[CH:12]/[C:13]1[CH:18]=[CH:17][CH:16]=[CH:15][CH:14]=1. The catalyst is C1COCC1. The product is [CH3:1][C:2]1[CH:3]=[C:4]([NH:5][C:10](=[O:19])/[CH:11]=[CH:12]/[C:13]2[CH:18]=[CH:17][CH:16]=[CH:15][CH:14]=2)[CH:6]=[CH:7][C:8]=1[CH3:9]. The yield is 0.670. (8) The reactants are C([O:3][C:4]([C:6]1[NH:7][CH:8]=[N:9][C:10]=1[C:11]([CH3:15])([CH3:14])[CH:12]=[CH2:13])=O)C.[H-].[Al+3].[Li+].[H-].[H-].[H-].O. The catalyst is C1COCC1. The product is [CH3:15][C:11]([C:10]1[N:9]=[CH:8][NH:7][C:6]=1[CH2:4][OH:3])([CH3:14])[CH:12]=[CH2:13]. The yield is 1.02. (9) The reactants are Br[C:2]1[CH:3]=[CH:4][C:5]([N+:8]([O-:10])=[O:9])=[N:6][CH:7]=1.[C:11]([O:15][C:16]([N:18]1[CH2:23][CH2:22][NH:21][CH2:20][CH2:19]1)=[O:17])([CH3:14])([CH3:13])[CH3:12].CCN(C(C)C)C(C)C. The catalyst is CC#N. The product is [C:11]([O:15][C:16]([N:18]1[CH2:23][CH2:22][N:21]([C:2]2[CH:7]=[N:6][C:5]([N+:8]([O-:10])=[O:9])=[CH:4][CH:3]=2)[CH2:20][CH2:19]1)=[O:17])([CH3:14])([CH3:12])[CH3:13]. The yield is 0.800. (10) The reactants are [C:1]([NH:18][CH2:19][C:20]([OH:22])=O)([O:3][CH2:4][CH:5]1[C:17]2[C:12](=[CH:13][CH:14]=[CH:15][CH:16]=2)[C:11]2[C:6]1=[CH:7][CH:8]=[CH:9][CH:10]=2)=[O:2].C1(N=C=NC2CCCCC2)CCCCC1.O.ON1C2C=CC=CC=2N=N1.[NH2:49][CH2:50][CH2:51][CH2:52][CH2:53][OH:54]. The catalyst is CN(C)C=O. The product is [OH:54][CH2:53][CH2:52][CH2:51][CH2:50][NH:49][C:20](=[O:22])[CH2:19][NH:18][C:1]([O:3][CH2:4][CH:5]1[C:17]2[C:12](=[CH:13][CH:14]=[CH:15][CH:16]=2)[C:11]2[C:6]1=[CH:7][CH:8]=[CH:9][CH:10]=2)=[O:2]. The yield is 0.870.